Dataset: Full USPTO retrosynthesis dataset with 1.9M reactions from patents (1976-2016). Task: Predict the reactants needed to synthesize the given product. (1) Given the product [Br:6][C:7]1[CH:12]=[CH:11][C:10]([N+:13]([O-:15])=[O:14])=[CH:9][C:8]=1[N:16]([CH2:2][C:3]([CH3:5])=[CH2:4])[C:17](=[O:19])[CH3:18], predict the reactants needed to synthesize it. The reactants are: Br[CH2:2][C:3]([CH3:5])=[CH2:4].[Br:6][C:7]1[CH:12]=[CH:11][C:10]([N+:13]([O-:15])=[O:14])=[CH:9][C:8]=1[NH:16][C:17](=[O:19])[CH3:18].C(=O)([O-])[O-].[K+].[K+]. (2) Given the product [Br:12][CH2:9][CH2:8][O:7][CH:1]1[CH2:6][CH2:5][CH2:4][CH2:3][CH2:2]1, predict the reactants needed to synthesize it. The reactants are: [CH:1]1([O:7][CH2:8][CH2:9]O)[CH2:6][CH2:5][CH2:4][CH2:3][CH2:2]1.C(Br)(Br)(Br)[Br:12].C1(P(C2C=CC=CC=2)C2C=CC=CC=2)C=CC=CC=1. (3) Given the product [CH:8]([OH:19])=[O:40].[Cl:18][C:13]1[CH:14]=[CH:15][CH:16]=[CH:17][C:12]=1[N:9]1[C:10]2[C:5](=[C:4]([C:20]3[CH:25]=[CH:24][CH:23]=[CH:22][C:21]=3[Cl:26])[CH:3]=[C:2]([NH:33][CH2:32][CH2:31][NH:30][CH:27]([CH3:29])[CH3:28])[N:11]=2)[CH:6]=[CH:7][C:8]1=[O:19], predict the reactants needed to synthesize it. The reactants are: Cl[C:2]1[N:11]=[C:10]2[C:5]([CH:6]=[CH:7][C:8](=[O:19])[N:9]2[C:12]2[CH:17]=[CH:16][CH:15]=[CH:14][C:13]=2[Cl:18])=[C:4]([C:20]2[CH:25]=[CH:24][CH:23]=[CH:22][C:21]=2[Cl:26])[CH:3]=1.[CH:27]([NH:30][CH2:31][CH2:32][NH2:33])([CH3:29])[CH3:28].CN1CCCC1=[O:40]. (4) Given the product [CH:6]([OH:7])=[O:5].[N:42]1[CH:43]=[CH:44][C:39]([C:16]2[CH:15]=[CH:14][C:13]3[NH:12][C:11]4[CH2:10][CH2:9][NH:8][CH2:21][CH2:20][C:19]=4[C:18]=3[CH:17]=2)=[CH:40][CH:41]=1, predict the reactants needed to synthesize it. The reactants are: C([O:5][C:6]([N:8]1[CH2:21][CH2:20][C:19]2[C:18]3[CH:17]=[C:16](B4OC(C)(C)C(C)(C)O4)[CH:15]=[CH:14][C:13]=3[NH:12][C:11]=2[CH2:10][CH2:9]1)=[O:7])(C)(C)C.C(=O)([O-])[O-].[Cs+].[Cs+].Cl.Br[C:39]1[CH:44]=[CH:43][N:42]=[CH:41][CH:40]=1. (5) Given the product [CH:17]1([CH2:23][CH2:24][N:25]([CH3:26])[C:2]2[N:3]=[CH:4][C:5]([C:6]([N:7]3[CH2:42][CH2:43][N:38]([C:36]([NH:35][C:31]4[CH:30]=[N:29][CH:34]=[CH:33][CH:32]=4)=[O:37])[CH2:39][CH2:40]3)=[O:11])=[CH:8][CH:9]=2)[CH2:22][CH2:21][CH2:20][CH2:19][CH2:18]1, predict the reactants needed to synthesize it. The reactants are: Cl[C:2]1[CH:9]=[CH:8][C:5]([C:6]#[N:7])=[CH:4][N:3]=1.C(=O)([O-])[O-:11].[K+].[K+].Cl.[CH:17]1([CH2:23][CH2:24][NH:25][CH3:26])[CH2:22][CH2:21][CH2:20][CH2:19][CH2:18]1.Cl.Cl.[N:29]1[CH:34]=[CH:33][CH:32]=[C:31]([NH:35][C:36]([N:38]2[CH2:43][CH2:42]N[CH2:40][CH2:39]2)=[O:37])[CH:30]=1.C1C=CC2N(O)N=NC=2C=1.CCN=C=NCCCN(C)C. (6) Given the product [CH:34]([C:2]1[C:6]2[CH:7]=[CH:8][CH:9]=[CH:10][C:5]=2[O:4][C:3]=1[C:11]1[CH:12]=[C:13]2[C:18](=[CH:19][CH:20]=1)[N:17]=[C:16]([C:21]([F:24])([F:23])[F:22])[CH:15]=[C:14]2[O:25][CH3:26])=[CH:35][CH2:36][CH2:37][CH3:38], predict the reactants needed to synthesize it. The reactants are: Br[C:2]1[C:6]2[CH:7]=[CH:8][CH:9]=[CH:10][C:5]=2[O:4][C:3]=1[C:11]1[CH:12]=[C:13]2[C:18](=[CH:19][CH:20]=1)[N:17]=[C:16]([C:21]([F:24])([F:23])[F:22])[CH:15]=[C:14]2[O:25][CH3:26].CCN(CC)CC.[CH3:34][C:35]1C=C[CH:38]=[CH:37][C:36]=1P([C:36]1[CH:37]=[CH:38]C=C[C:35]=1[CH3:34])[C:36]1[CH:37]=[CH:38]C=C[C:35]=1[CH3:34]. (7) Given the product [CH2:31]([S:29][C:20]1[N:19]([C:9]2[CH:10]=[CH:11][C:12]([O:13][CH2:14][C:15]([F:16])([F:17])[F:18])=[C:7]([F:6])[CH:8]=2)[C:24](=[O:25])[C:23]2[CH:26]=[CH:27][NH:28][C:22]=2[N:21]=1)[CH3:32], predict the reactants needed to synthesize it. The reactants are: C(=O)([O-])O.[Na+].[F:6][C:7]1[CH:8]=[C:9]([N:19]2[C:24](=[O:25])[C:23]3[CH:26]=[CH:27][NH:28][C:22]=3[NH:21][C:20]2=[S:29])[CH:10]=[CH:11][C:12]=1[O:13][CH2:14][C:15]([F:18])([F:17])[F:16].I[CH2:31][CH3:32].CN(C)C=O.